From a dataset of Peptide-MHC class II binding affinity with 134,281 pairs from IEDB. Regression. Given a peptide amino acid sequence and an MHC pseudo amino acid sequence, predict their binding affinity value. This is MHC class II binding data. The peptide sequence is AAGIGILTVILGVL. The MHC is DRB1_0401 with pseudo-sequence DRB1_0401. The binding affinity (normalized) is 0.